Dataset: Full USPTO retrosynthesis dataset with 1.9M reactions from patents (1976-2016). Task: Predict the reactants needed to synthesize the given product. (1) Given the product [Cl:2][C:3]1[CH:8]=[CH:7][N:6]=[C:5]([CH2:9][S:21][C:13]2[NH:14][C:15]3[CH:20]=[CH:19][CH:18]=[CH:17][C:16]=3[N:12]=2)[C:4]=1[CH3:11], predict the reactants needed to synthesize it. The reactants are: [Cl-].[Cl:2][C:3]1[CH:8]=[CH:7][NH+:6]=[C:5]([CH2:9]Cl)[C:4]=1[CH3:11].[NH:12]1[C:16]2[CH:17]=[CH:18][CH:19]=[CH:20][C:15]=2[N:14]=[C:13]1[SH:21]. (2) Given the product [F:27][C:23]1[CH:22]=[C:21]([CH:26]=[CH:25][CH:24]=1)[CH2:20][O:1][C:2]1[CH:7]=[CH:6][N:5]([CH2:8][CH2:9][C:10]2[CH:15]=[CH:14][C:13]([CH2:16][OH:17])=[CH:12][CH:11]=2)[C:4](=[O:18])[CH:3]=1, predict the reactants needed to synthesize it. The reactants are: [OH:1][C:2]1[CH:7]=[CH:6][N:5]([CH2:8][CH2:9][C:10]2[CH:15]=[CH:14][C:13]([CH2:16][OH:17])=[CH:12][CH:11]=2)[C:4](=[O:18])[CH:3]=1.Br[CH2:20][C:21]1[CH:26]=[CH:25][CH:24]=[C:23]([F:27])[CH:22]=1.C(=O)([O-])[O-].[K+].[K+]. (3) Given the product [CH2:48]([C:30]1[O:34][C:33]([CH2:35][CH2:36][NH:37][C:38](=[O:47])[O:39][CH2:40][C:41]2[CH:46]=[CH:45][CH:44]=[CH:43][CH:42]=2)=[N:32][CH:31]=1)[CH3:49], predict the reactants needed to synthesize it. The reactants are: C1(P(C2C=CC=CC=2)C2C=CC=CC=2)C=CC=CC=1.II.C(N(CC)CC)C.O=[C:30]([CH2:48][CH3:49])[CH2:31][NH:32][C:33]([CH2:35][CH2:36][NH:37][C:38](=[O:47])[O:39][CH2:40][C:41]1[CH:46]=[CH:45][CH:44]=[CH:43][CH:42]=1)=[O:34].